This data is from Catalyst prediction with 721,799 reactions and 888 catalyst types from USPTO. The task is: Predict which catalyst facilitates the given reaction. (1) Reactant: [NH2:1][CH2:2][C@@H:3]1[C@H:8]([CH3:9])[CH2:7][CH2:6][CH2:5][N:4]1[C:10]([C:12]1[CH:17]=[C:16]([CH3:18])[CH:15]=[CH:14][C:13]=1[C:19]1[CH:20]=[N:21][N:22]([CH3:24])[CH:23]=1)=[O:11].Cl[C:26]1[O:27][C:28]2[CH:34]=[CH:33][CH:32]=[CH:31][C:29]=2[N:30]=1.CCN(C(C)C)C(C)C. Product: [O:27]1[C:28]2[CH:34]=[CH:33][CH:32]=[CH:31][C:29]=2[N:30]=[C:26]1[NH:1][CH2:2][C@@H:3]1[C@H:8]([CH3:9])[CH2:7][CH2:6][CH2:5][N:4]1[C:10]([C:12]1[CH:17]=[C:16]([CH3:18])[CH:15]=[CH:14][C:13]=1[C:19]1[CH:20]=[N:21][N:22]([CH3:24])[CH:23]=1)=[O:11]. The catalyst class is: 23. (2) Reactant: [C:1]([Cl:4])(Cl)=[O:2].[O:5]1[CH2:10][CH2:9][CH:8]([N:11]2[CH2:15][CH2:14][NH:13][C:12]2=[O:16])[CH2:7][CH2:6]1.N1C=CC=CC=1. Product: [O:16]=[C:12]1[N:11]([CH:8]2[CH2:9][CH2:10][O:5][CH2:6][CH2:7]2)[CH2:15][CH2:14][N:13]1[C:1]([Cl:4])=[O:2]. The catalyst class is: 2. (3) Reactant: CS(C)=O.C(Cl)(=O)C(Cl)=O.[CH3:11][O:12][C:13]1[CH:18]=[CH:17][C:16]([C:19]2[N:20]=[C:21]([CH2:24][CH2:25][CH2:26][CH2:27][CH2:28][CH2:29][CH2:30][OH:31])[S:22][CH:23]=2)=[CH:15][CH:14]=1.C(N(CC)CC)C. Product: [CH3:11][O:12][C:13]1[CH:14]=[CH:15][C:16]([C:19]2[N:20]=[C:21]([CH2:24][CH2:25][CH2:26][CH2:27][CH2:28][CH2:29][CH:30]=[O:31])[S:22][CH:23]=2)=[CH:17][CH:18]=1. The catalyst class is: 124. (4) Reactant: [F:1][C:2]1[CH:3]=[C:4]([CH2:19][N:20]2[CH2:25][CH2:24][NH:23][C@@H:22]([CH3:26])[CH2:21]2)[C:5]([CH3:18])=[C:6]([NH:8][C:9](=[O:17])[C:10]2[CH:15]=[CH:14][C:13]([CH3:16])=[N:12][CH:11]=2)[CH:7]=1.[CH3:27][CH:28]1[CH2:31][CH:30]([C:32](O)=[O:33])[CH2:29]1.CN(C(ON1N=NC2C=CC=NC1=2)=[N+](C)C)C.F[P-](F)(F)(F)(F)F.CCN(C(C)C)C(C)C. Product: [F:1][C:2]1[CH:3]=[C:4]([CH2:19][N:20]2[CH2:25][CH2:24][N:23]([C:32]([C@H:30]3[CH2:31][C@@H:28]([CH3:27])[CH2:29]3)=[O:33])[C@@H:22]([CH3:26])[CH2:21]2)[C:5]([CH3:18])=[C:6]([NH:8][C:9](=[O:17])[C:10]2[CH:15]=[CH:14][C:13]([CH3:16])=[N:12][CH:11]=2)[CH:7]=1. The catalyst class is: 2. (5) Reactant: [Cl:1][C:2]1[C:3]2[C:47]([F:48])=[CH:46][CH:45]=[C:44]([F:49])[C:4]=2[S:5][C:6]=1[C:7]([N:9]([CH2:25][C:26]1[CH:27]=[C:28]([C:34]2[CH:39]=[CH:38][C:37]([S:40](=[O:43])(=[O:42])[NH2:41])=[CH:36][CH:35]=2)[CH:29]=[CH:30][C:31]=1[O:32][CH3:33])[CH:10]1[CH2:15][CH2:14][CH:13]([N:16](C)[C:17](=O)OC(C)(C)C)[CH2:12][CH2:11]1)=[O:8].CC(OC)(C)C. The catalyst class is: 2. Product: [ClH:1].[CH3:33][O:32][C:31]1[CH:30]=[CH:29][C:28]([C:34]2[CH:39]=[CH:38][C:37]([S:40](=[O:43])(=[O:42])[NH2:41])=[CH:36][CH:35]=2)=[CH:27][C:26]=1[CH2:25][N:9]([CH:10]1[CH2:15][CH2:14][CH:13]([NH:16][CH3:17])[CH2:12][CH2:11]1)[C:7]([C:6]1[S:5][C:4]2[C:44]([F:49])=[CH:45][CH:46]=[C:47]([F:48])[C:3]=2[C:2]=1[Cl:1])=[O:8]. (6) Product: [CH3:4][C:2]([C:5]#[C:6]/[CH:7]=[CH:8]/[CH2:9][N:10]([CH2:12][C:13]1[CH:14]=[CH:15][CH:16]=[C:17]2[CH:22]=[CH:21][CH:20]=[CH:19][C:18]=12)[CH3:11])([CH3:1])[CH3:3].[ClH:23]. Reactant: [CH3:1][C:2]([C:5]#[C:6]/[CH:7]=[CH:8]/[CH2:9][N:10]([CH2:12][C:13]1[CH:14]=[CH:15][CH:16]=[C:17]2[CH:22]=[CH:21][CH:20]=[CH:19][C:18]=12)[CH3:11])([CH3:4])[CH3:3].[ClH:23]. The catalyst class is: 13. (7) Reactant: C(O)(=O)C.[C:5]([O:9][C:10]([N:12]1[CH2:19][CH:18]2[C:14]([C:31]3[S:32][CH:33]=[CH:34][CH:35]=3)([N:15]([C:20](=[S:30])[NH:21][C:22](=[O:29])[C:23]3[CH:28]=[CH:27][CH:26]=[CH:25][CH:24]=3)[O:16][CH2:17]2)[CH2:13]1)=[O:11])([CH3:8])([CH3:7])[CH3:6].C(=O)(O)[O-].[Na+]. The catalyst class is: 739. Product: [C:22]([NH:21][C:20]([NH:15][C:14]1([C:31]2[S:32][CH:33]=[CH:34][CH:35]=2)[CH:18]([CH2:17][OH:16])[CH2:19][N:12]([C:10]([O:9][C:5]([CH3:8])([CH3:7])[CH3:6])=[O:11])[CH2:13]1)=[S:30])(=[O:29])[C:23]1[CH:28]=[CH:27][CH:26]=[CH:25][CH:24]=1. (8) Reactant: [N:1]([C@@H:4]1[CH2:9][CH2:8][N:7]([C:10](=O)[CH2:11][C:12]2[CH:17]=[CH:16][CH:15]=[CH:14][CH:13]=2)[CH2:6][C@H:5]1[F:19])=[N+]=[N-].B. Product: [F:19][C@H:5]1[C@H:4]([NH2:1])[CH2:9][CH2:8][N:7]([CH2:10][CH2:11][C:12]2[CH:17]=[CH:16][CH:15]=[CH:14][CH:13]=2)[CH2:6]1. The catalyst class is: 1.